Dataset: Reaction yield outcomes from USPTO patents with 853,638 reactions. Task: Predict the reaction yield, written as a fraction of the theoretical maximum amount of product (1.0 means a 100% yield; for example, 0.34 means a 34% yield). (1) The reactants are [Br:1][C:2]1[N:7]=[C:6]([NH2:8])[C:5]([NH2:9])=[CH:4][CH:3]=1.[CH2:10](OC(OCC)OCC)C. The catalyst is C(O)=O. The product is [Br:1][C:2]1[N:7]=[C:6]2[NH:8][CH:10]=[N:9][C:5]2=[CH:4][CH:3]=1. The yield is 0.180. (2) The reactants are [C:1]([C:4]1[CH:9]=[CH:8][N:7]=[C:6]([C:10]([O:12][CH2:13][CH3:14])=[O:11])[CH:5]=1)(=[O:3])[CH3:2].[CH3:15][Li]. The catalyst is C1COCC1. The product is [OH:3][C:1]([C:4]1[CH:9]=[CH:8][N:7]=[C:6]([C:10]([O:12][CH2:13][CH3:14])=[O:11])[CH:5]=1)([CH3:15])[CH3:2]. The yield is 0.470. (3) The reactants are [CH:1]1([C:4]([OH:6])=O)[CH2:3][CH2:2]1.CCN=C=NCCCN(C)C.OC1[C:27]2[N:26]=NN[C:23]=2[CH:22]=[CH:21]C=1.C(N(CC)CC)C.C1(CN)CC1. The catalyst is C(Cl)Cl. The product is [CH:23]1([CH2:27][NH:26][C:4]([CH:1]2[CH2:3][CH2:2]2)=[O:6])[CH2:21][CH2:22]1. The yield is 0.870. (4) The reactants are [CH:1]1([C:5]2[CH:14]=[CH:13][C:8]([C:9]([O:11][CH3:12])=[O:10])=[CH:7][CH:6]=2)[CH2:4][CH2:3][CH2:2]1.[I:15]([O-])(=O)(=O)=O.[Na+].II.S(=O)(=O)(O)O. The catalyst is C(O)(=O)C. The product is [CH:1]1([C:5]2[CH:6]=[CH:7][C:8]([C:9]([O:11][CH3:12])=[O:10])=[CH:13][C:14]=2[I:15])[CH2:2][CH2:3][CH2:4]1. The yield is 0.450. (5) The reactants are [CH2:1]([O:3][C:4]([C:6]1[NH:7][C:8]2[C:13]([CH:14]=1)=[CH:12][C:11]([NH:15][CH:16]1[CH2:20][CH2:19][N:18](CC3C=CC=CC=3)[CH2:17]1)=[CH:10][CH:9]=2)=[O:5])[CH3:2]. The catalyst is C(O)C.C(O)(=O)C.[Pd]. The product is [CH2:1]([O:3][C:4]([C:6]1[NH:7][C:8]2[C:13]([CH:14]=1)=[CH:12][C:11]([NH:15][CH:16]1[CH2:20][CH2:19][NH:18][CH2:17]1)=[CH:10][CH:9]=2)=[O:5])[CH3:2]. The yield is 0.740. (6) The reactants are Cl[C:2]1[N:10]=[C:9](Cl)[CH:8]=[CH:7][C:3]=1[C:4]([NH2:6])=[O:5].[O:12]([C:19]1[CH:24]=[CH:23][C:22]([OH:25])=[CH:21][CH:20]=1)[C:13]1[CH:18]=[CH:17][CH:16]=[CH:15][CH:14]=1.C(O[C:31](=[O:49])[NH:32][CH2:33][C:34]1[CH:35]=[N:36][CH:37]=[C:38](B2OC(C)(C)C(C)(C)O2)[CH:39]=1)(C)(C)C.[C:50](Cl)(=O)[CH:51]=C. No catalyst specified. The product is [C:31]([NH:32][CH2:33][C:34]1[CH:39]=[C:38]([C:9]2[CH:8]=[CH:7][C:3]([C:4]([NH2:6])=[O:5])=[C:2]([O:25][C:22]3[CH:21]=[CH:20][C:19]([O:12][C:13]4[CH:18]=[CH:17][CH:16]=[CH:15][CH:14]=4)=[CH:24][CH:23]=3)[N:10]=2)[CH:37]=[N:36][CH:35]=1)(=[O:49])[CH:50]=[CH2:51]. The yield is 0.390. (7) The reactants are [NH2:1][C:2]1[C:11]2[C:6](=[C:7](I)[C:8]([F:12])=[CH:9][CH:10]=2)[N:5]=[N:4][C:3]=1[C:14]([NH:16][CH2:17][CH2:18][CH3:19])=[O:15].[F:20][C:21]1[CH:26]=[CH:25][C:24]([F:27])=[CH:23][C:22]=1B(O)O. The yield is 0.350. The product is [NH2:1][C:2]1[C:11]2[C:6](=[C:7]([C:25]3[CH:26]=[C:21]([F:20])[CH:22]=[CH:23][C:24]=3[F:27])[C:8]([F:12])=[CH:9][CH:10]=2)[N:5]=[N:4][C:3]=1[C:14]([NH:16][CH2:17][CH2:18][CH3:19])=[O:15]. No catalyst specified.